Dataset: Forward reaction prediction with 1.9M reactions from USPTO patents (1976-2016). Task: Predict the product of the given reaction. (1) Given the reactants [CH3:1][C:2]([C:4]([O:6][CH:7]1[C@@:12]2([CH3:16])[C:13]([CH3:15])([CH3:14])[C@H:9]([CH2:10][CH2:11]2)[CH2:8]1)=[O:5])=[CH2:3].[CH3:17][CH:18]([OH:26])[CH2:19][O:20][C:21]([C:23]([CH3:25])=[CH2:24])=[O:22], predict the reaction product. The product is: [CH3:3][C:2]([C:4]([O:6][CH:7]1[C@@:12]2([CH3:16])[C:13]([CH3:15])([CH3:14])[C@H:9]([CH2:10][CH2:11]2)[CH2:8]1)=[O:5])=[CH2:1].[CH3:17][CH:18]([OH:26])[CH2:19][O:20][C:21]([C:23]([CH3:25])=[CH2:24])=[O:22]. (2) Given the reactants [C:1]1([CH:7]([C:29]2[CH:34]=[CH:33][CH:32]=[CH:31][CH:30]=2)[N:8]2[C:16]3[C:11](=[CH:12][CH:13]=[CH:14][CH:15]=3)[C:10](O)([C:17]3[C:25]4[C:21](=[N:22][O:23][N:24]=4)[CH:20]=[CH:19][C:18]=3[OH:26])[C:9]2=[O:28])[CH:6]=[CH:5][CH:4]=[CH:3][CH:2]=1.C([SiH](CC)CC)C, predict the reaction product. The product is: [C:1]1([CH:7]([C:29]2[CH:34]=[CH:33][CH:32]=[CH:31][CH:30]=2)[N:8]2[C:16]3[C:11](=[CH:12][CH:13]=[CH:14][CH:15]=3)[CH:10]([C:17]3[C:25]4[C:21](=[N:22][O:23][N:24]=4)[CH:20]=[CH:19][C:18]=3[OH:26])[C:9]2=[O:28])[CH:2]=[CH:3][CH:4]=[CH:5][CH:6]=1. (3) Given the reactants [C:1]([C:3]1[C:4]([N:18]2[CH2:22][CH2:21][CH:20]([CH2:23][C:24]([OH:26])=O)[CH2:19]2)=[N:5][C:6]([C:14]([F:17])([F:16])[F:15])=[C:7]([C:9]([O:11][CH2:12][CH3:13])=[O:10])[CH:8]=1)#[N:2].[C:27]1([CH2:33][S:34]([NH2:37])(=[O:36])=[O:35])[CH:32]=[CH:31][CH:30]=[CH:29][CH:28]=1, predict the reaction product. The product is: [CH2:33]([S:34]([NH:37][C:24](=[O:26])[CH2:23][CH:20]1[CH2:21][CH2:22][N:18]([C:4]2[C:3]([C:1]#[N:2])=[CH:8][C:7]([C:9]([O:11][CH2:12][CH3:13])=[O:10])=[C:6]([C:14]([F:16])([F:17])[F:15])[N:5]=2)[CH2:19]1)(=[O:36])=[O:35])[C:27]1[CH:32]=[CH:31][CH:30]=[CH:29][CH:28]=1. (4) Given the reactants C(O[C:4](=[O:34])[CH2:5][C:6]1[CH:11]=[CH:10][C:9]([NH:12][C:13]2[CH:18]=[C:17]([C:19]3[N:20](C(OC(C)(C)C)=O)[CH:21]=[CH:22][CH:23]=3)[N:16]=[C:15]3[CH2:31][CH2:32][CH2:33][C:14]=23)=[CH:8][CH:7]=1)C.[NH3:35], predict the reaction product. The product is: [NH:20]1[CH:21]=[CH:22][CH:23]=[C:19]1[C:17]1[N:16]=[C:15]2[CH2:31][CH2:32][CH2:33][C:14]2=[C:13]([NH:12][C:9]2[CH:8]=[CH:7][C:6]([CH2:5][C:4]([NH2:35])=[O:34])=[CH:11][CH:10]=2)[CH:18]=1.